From a dataset of Full USPTO retrosynthesis dataset with 1.9M reactions from patents (1976-2016). Predict the reactants needed to synthesize the given product. (1) Given the product [NH2:1][C:2]1[CH:18]=[CH:17][C:5]([C:6]([NH:8][CH2:9][CH2:14][N:20]2[CH2:24][CH2:23][CH2:22][CH2:21]2)=[O:7])=[CH:4][C:3]=1[Cl:19], predict the reactants needed to synthesize it. The reactants are: [NH2:1][C:2]1[CH:18]=[CH:17][C:5]([C:6]([NH:8][CH:9]2[CH2:14]CN(CC)CC2)=[O:7])=[CH:4][C:3]=1[Cl:19].[N:20]1(CCN)[CH2:24][CH2:23][CH2:22][CH2:21]1. (2) Given the product [Br:22][C:11]1[N:12]([CH:15]2[CH2:20][CH2:19][CH2:18][CH2:17][O:16]2)[C:13]2[C:9]([N:10]=1)=[C:8]([NH2:21])[N:7]=[C:6]([O:5][CH2:1][CH2:2][CH2:3][CH3:4])[N:14]=2, predict the reactants needed to synthesize it. The reactants are: [CH2:1]([O:5][C:6]1[N:14]=[C:13]2[C:9]([N:10]=[CH:11][N:12]2[CH:15]2[CH2:20][CH2:19][CH2:18][CH2:17][O:16]2)=[C:8]([NH2:21])[N:7]=1)[CH2:2][CH2:3][CH3:4].[Br:22]NC(=O)CCC(N)=O. (3) Given the product [Cl:1][C:2]1[N:3]=[CH:4][N:5]=[C:6]([O:8][C:9]2[CH:14]=[CH:13][C:12]([NH2:15])=[CH:11][C:10]=2[O:18][CH3:19])[CH:7]=1, predict the reactants needed to synthesize it. The reactants are: [Cl:1][C:2]1[CH:7]=[C:6]([O:8][C:9]2[CH:14]=[CH:13][C:12]([N+:15]([O-])=O)=[CH:11][C:10]=2[O:18][CH3:19])[N:5]=[CH:4][N:3]=1. (4) Given the product [Cl:1][C:2]1[CH:3]=[C:4]([C:9]2[NH:10][C:11]3[C:16]([C:17]=2[CH:19]([N:26]([CH3:28])[CH3:27])[C:20]2[CH:25]=[CH:24][CH:23]=[CH:22][CH:21]=2)=[CH:15][CH:14]=[CH:13][CH:12]=3)[CH:5]=[CH:6][C:7]=1[F:8], predict the reactants needed to synthesize it. The reactants are: [Cl:1][C:2]1[CH:3]=[C:4]([C:9]2[NH:10][C:11]3[C:16]([CH:17]=2)=[CH:15][CH:14]=[CH:13][CH:12]=3)[CH:5]=[CH:6][C:7]=1[F:8].[Cl-].[CH:19](=[N+:26]([CH3:28])[CH3:27])[C:20]1[CH:25]=[CH:24][CH:23]=[CH:22][CH:21]=1. (5) The reactants are: C([O:3][C:4]([C:6]1([NH:16][C:17](=[O:31])[C:18]2[CH:23]=[C:22]([Cl:24])[CH:21]=[C:20]([Cl:25])[C:19]=2[O:26][CH:27]2[CH2:30][CH2:29][CH2:28]2)[CH2:14][C:13]2[C:8](=[CH:9][CH:10]=[C:11]([F:15])[CH:12]=2)[CH2:7]1)=[O:5])C.[OH-].[K+].O. Given the product [Cl:25][C:20]1[C:19]([O:26][CH:27]2[CH2:30][CH2:29][CH2:28]2)=[C:18]([CH:23]=[C:22]([Cl:24])[CH:21]=1)[C:17]([NH:16][C:6]1([C:4]([OH:5])=[O:3])[CH2:14][C:13]2[C:8](=[CH:9][CH:10]=[C:11]([F:15])[CH:12]=2)[CH2:7]1)=[O:31], predict the reactants needed to synthesize it.